This data is from NCI-60 drug combinations with 297,098 pairs across 59 cell lines. The task is: Regression. Given two drug SMILES strings and cell line genomic features, predict the synergy score measuring deviation from expected non-interaction effect. (1) Drug 1: C1CC(=O)NC(=O)C1N2CC3=C(C2=O)C=CC=C3N. Drug 2: CN(C(=O)NC(C=O)C(C(C(CO)O)O)O)N=O. Cell line: OVCAR-8. Synergy scores: CSS=2.58, Synergy_ZIP=-0.250, Synergy_Bliss=-1.07, Synergy_Loewe=0.714, Synergy_HSA=-0.463. (2) Drug 1: CN1CCC(CC1)COC2=C(C=C3C(=C2)N=CN=C3NC4=C(C=C(C=C4)Br)F)OC. Drug 2: C1C(C(OC1N2C=NC3=C(N=C(N=C32)Cl)N)CO)O. Cell line: EKVX. Synergy scores: CSS=17.6, Synergy_ZIP=-3.32, Synergy_Bliss=1.35, Synergy_Loewe=-2.65, Synergy_HSA=-1.65.